Dataset: Forward reaction prediction with 1.9M reactions from USPTO patents (1976-2016). Task: Predict the product of the given reaction. (1) Given the reactants Cl.CN.[CH2:4]([N:6](CC)CC)C.[N+:11]([C:14]1[CH:22]=[CH:21][C:17]([C:18](Cl)=[O:19])=[CH:16][CH:15]=1)([O-:13])=[O:12].C(OCC)(=O)C, predict the reaction product. The product is: [CH3:4][NH:6][C:18](=[O:19])[C:17]1[CH:21]=[CH:22][C:14]([N+:11]([O-:13])=[O:12])=[CH:15][CH:16]=1. (2) Given the reactants O[C:2]1([C:8]2[CH:13]=[CH:12][C:11]([C:14]3[O:15]CC(C)(C)N=3)=[C:10]([CH3:21])[CH:9]=2)[CH2:7][CH2:6][CH2:5][CH2:4][CH2:3]1.CC1C[O:26]C(C)=N1, predict the reaction product. The product is: [C:2]1([C:8]2[CH:13]=[CH:12][C:11]([C:14]([OH:15])=[O:26])=[C:10]([CH3:21])[CH:9]=2)[CH2:3][CH2:4][CH2:5][CH2:6][CH:7]=1. (3) Given the reactants [F:1][C:2]1[CH:11]=[N:10][C:9]2[C:8](=O)[NH:7][CH:6]=[N:5][C:4]=2[CH:3]=1.C(N(C(C)C)CC)(C)C.P(Cl)(Cl)([Cl:24])=O.O, predict the reaction product. The product is: [Cl:24][C:8]1[C:9]2[N:10]=[CH:11][C:2]([F:1])=[CH:3][C:4]=2[N:5]=[CH:6][N:7]=1. (4) Given the reactants [CH2:1]([O:3][C:4]1[NH:8][N:7]=[C:6]([C:9]2[CH:14]=[CH:13][CH:12]=[CH:11][CH:10]=2)[CH:5]=1)[CH3:2].[Br:15]Br, predict the reaction product. The product is: [Br:15][C:5]1[C:6]([C:9]2[CH:14]=[CH:13][CH:12]=[CH:11][CH:10]=2)=[N:7][NH:8][C:4]=1[O:3][CH2:1][CH3:2].